This data is from Experimentally validated miRNA-target interactions with 360,000+ pairs, plus equal number of negative samples. The task is: Binary Classification. Given a miRNA mature sequence and a target amino acid sequence, predict their likelihood of interaction. (1) The miRNA is hsa-miR-640 with sequence AUGAUCCAGGAACCUGCCUCU. The protein sequence of the target gene is MAMCASPRPFRRVGSAGAAALAAGGAGGAERRGRPAPLQDETLGVASVPSQWRSVQGIRGETKSCQTAGIATAESSAQARTHADAQVQTEAPEEPAAMAPVSQYDTLRLEAFLRRVEAMVIRELNNNWQSHAFDGYEVNWTEQQQTVSCLHTLVYPLAQGQGLHVTGISWNSTGSVLACAYGRLDDGDWSTLKSYVCTWNLDRQGLNPQQPSVVVEVPSAVMCLAFHPTQPSHIAGGLYSGEVLVWDMSRPEDPLLWRTGLTDDTHTDPVYQVLWLPEPRHSHRFQVLSAATDGKVLLWR.... Result: 0 (no interaction). (2) The miRNA is hsa-miR-124-3p with sequence UAAGGCACGCGGUGAAUGCCAA. The protein sequence of the target gene is MAALGVLESDLPSAVTLLKNLQEQVMAVTAQVKSLTQKVQAGAYPTEKGLSFLEVKDQLLLMYLMDLTHLILDKASGGSLQGHDAVLRLVEIRTVLEKLRPLDQKLKYQIDKLIKTAVTGSLSENDPLRFKPHPSNMMSKLSSEDEEEDEAEDDQSEASGKKSVKGVSKKYVPPRLVPVHYDETEAEREKKRLERAKRRALSSSVIRELKEQYSDAPEEIRDARHPHVTRQSQEDQHRINYEESMMVRLSVSKREKGRRKRANVMSSQLHSLTHFSDISALTGGTVHLDEDQNPIKKRKK.... Result: 1 (interaction). (3) The miRNA is hsa-miR-5003-3p with sequence UACUUUUCUAGGUUGUUGGGG. The protein sequence of the target gene is MAAACGPGAAGYCLLLGLHLFLLTAGPALGWNDPDRMLLRDVKALTLHYDRYTTSRRLDPIPQLKCVGGTAGCDSYTPKVIQCQNKGWDGYDVQWECKTDLDIAYKFGKTVVSCEGYESSEDQYVLRGSCGLEYNLDYTELGLQKLKESGKQHGFASFSDYYYKWSSADSCNMSGLITIVVLLGIAFVVYKLFLSDGQYSPPPYSEYPPFSHRYQRFTNSAGPPPPGFKSEFTGPQNTGHGATSGFGSAFTGQQGYENSGPGFWTGLGTGGILGYLFGSNRAATPFSDSWYYPSYPPSYP.... Result: 1 (interaction).